The task is: Binary Classification. Given a drug SMILES string, predict its activity (active/inactive) in a high-throughput screening assay against a specified biological target.. This data is from HIV replication inhibition screening data with 41,000+ compounds from the AIDS Antiviral Screen. (1) The drug is O=C1c2ccccc2C(=O)c2c1cccc2-n1nnc2cc(Cl)c(Cl)cc21. The result is 0 (inactive). (2) The drug is CCCCNC(=NC#N)N(Cc1ccccc1)Cc1ccccc1. The result is 0 (inactive). (3) The molecule is OC1C#CCSCC#CC=C1. The result is 0 (inactive). (4) The drug is Cc1nc2ccccc2nc1-c1ccc(N=[N+]([O-])c2ccc(-c3nc4ccccc4nc3C)cc2)cc1. The result is 0 (inactive). (5) The drug is Cc1c[nH]c(C(=O)O)c1-c1cccn1-c1ccc(Cl)cc1[N+](=O)[O-]. The result is 0 (inactive). (6) The drug is O=c1[nH]nc(Cc2ccc(Cl)cc2)n1N=CCCC=Nn1c(Cc2ccc(Cl)cc2)n[nH]c1=O. The result is 0 (inactive). (7) The molecule is Nc1nc(CCC(=O)Nc2cccc(C(F)(F)F)c2)cc(-c2cccc3ccccc23)n1. The result is 0 (inactive). (8) The compound is COC(=O)C1(C)CCCC2(C)c3cc(C(C)=O)c(C(C)C)cc3CCC12. The result is 0 (inactive).